From a dataset of Reaction yield outcomes from USPTO patents with 853,638 reactions. Predict the reaction yield, written as a fraction of the theoretical maximum amount of product (1.0 means a 100% yield; for example, 0.34 means a 34% yield). (1) The catalyst is O1CCCC1.C1(C)C=CC=CC=1. The reactants are Br[C:2]1[CH:7]=[C:6]([F:8])[CH:5]=[CH:4][C:3]=1[CH2:9][OH:10].C([Li])CCC.CCCCCC.[O:22]=[C:23]1[CH2:29][CH:28]2[N:30]([C:31]([O:33][CH2:34][CH3:35])=[O:32])[CH:25]([CH2:26][CH2:27]2)[CH2:24]1. The yield is 0.450. The product is [F:8][C:6]1[CH:5]=[CH:4][C:3]([CH2:9][OH:10])=[C:2]([C:23]2([OH:22])[CH2:24][CH:25]3[N:30]([C:31]([O:33][CH2:34][CH3:35])=[O:32])[CH:28]([CH2:27][CH2:26]3)[CH2:29]2)[CH:7]=1. (2) The reactants are [H-].[Na+].C(OP([CH2:11][C:12]1[CH:13]=[C:14]([CH:26]=[CH:27][CH:28]=1)[O:15][C:16]1[CH:21]=[CH:20][C:19]([C:22]([F:25])([F:24])[F:23])=[CH:18][N:17]=1)(OCC)=O)C.O=[C:30]1[CH2:35][CH2:34][CH:33]([C:36]([O:38][CH2:39][CH3:40])=[O:37])[CH2:32][CH2:31]1. The catalyst is C1COCC1. The product is [F:25][C:22]([F:23])([F:24])[C:19]1[CH:20]=[CH:21][C:16]([O:15][C:14]2[CH:13]=[C:12]([CH:11]=[C:30]3[CH2:35][CH2:34][CH:33]([C:36]([O:38][CH2:39][CH3:40])=[O:37])[CH2:32][CH2:31]3)[CH:28]=[CH:27][CH:26]=2)=[N:17][CH:18]=1. The yield is 0.630. (3) The reactants are [OH:1][C:2]1[CH:9]=[CH:8][C:5]([CH:6]=[O:7])=[CH:4][CH:3]=1.N1C=CN=C1.[CH:15]([Si:18](Cl)([CH:22]([CH3:24])[CH3:23])[CH:19]([CH3:21])[CH3:20])([CH3:17])[CH3:16]. The catalyst is CN(C=O)C. The product is [CH:15]([Si:18]([CH:22]([CH3:24])[CH3:23])([CH:19]([CH3:21])[CH3:20])[O:1][C:2]1[CH:9]=[CH:8][C:5]([CH:6]=[O:7])=[CH:4][CH:3]=1)([CH3:17])[CH3:16]. The yield is 0.990.